This data is from Forward reaction prediction with 1.9M reactions from USPTO patents (1976-2016). The task is: Predict the product of the given reaction. (1) Given the reactants [Cl:1][C:2]1[C:7]([C:8]([OH:10])=O)=[CH:6][CH:5]=[C:4]([CH3:11])[N:3]=1.CCN(C(C)C)C(C)C.CN(C(ON1N=NC2C=CC=CC1=2)=[N+](C)C)C.[B-](F)(F)(F)F.[NH2:43][CH2:44][CH:45]([OH:48])[CH2:46][CH3:47], predict the reaction product. The product is: [Cl:1][C:2]1[C:7]([C:8]([NH:43][CH2:44][CH:45]([OH:48])[CH2:46][CH3:47])=[O:10])=[CH:6][CH:5]=[C:4]([CH3:11])[N:3]=1. (2) Given the reactants Br[C:2]1[C:3](=[O:22])[CH2:4][CH2:5][C:6]2([CH2:18][CH2:19][CH2:20][CH3:21])[C:14]=1[C:13]1[C:8](=[C:9]([Cl:17])[C:10]([O:15][CH3:16])=[CH:11][CH:12]=1)[CH2:7]2.C([Sn](CCCC)(CCCC)[C:28]([O:30][CH2:31][CH3:32])=[CH2:29])CCC, predict the reaction product. The product is: [CH2:18]([C:6]12[CH2:5][CH2:4][C:3](=[O:22])[C:2]([C:28]([O:30][CH2:31][CH3:32])=[CH2:29])=[C:14]1[C:13]1[C:8](=[C:9]([Cl:17])[C:10]([O:15][CH3:16])=[CH:11][CH:12]=1)[CH2:7]2)[CH2:19][CH2:20][CH3:21]. (3) Given the reactants [Br:1][C:2]1[CH:3]=[C:4]2[C:9](=[CH:10][CH:11]=1)[N:8]=[CH:7][C:6]([C:12](=[O:14])[CH3:13])=[C:5]2Cl.[CH3:16][N:17]1[CH2:22][CH2:21][N:20]([CH2:23][C:24]2[CH:30]=[CH:29][C:27]([NH2:28])=[CH:26][CH:25]=2)[CH2:19][CH2:18]1, predict the reaction product. The product is: [Br:1][C:2]1[CH:3]=[C:4]2[C:9](=[CH:10][CH:11]=1)[N:8]=[CH:7][C:6]([C:12](=[O:14])[CH3:13])=[C:5]2[NH:28][C:27]1[CH:26]=[CH:25][C:24]([CH2:23][N:20]2[CH2:19][CH2:18][N:17]([CH3:16])[CH2:22][CH2:21]2)=[CH:30][CH:29]=1. (4) Given the reactants Br[C:2]1[C:14]([CH3:15])=[CH:13][C:5]([C:6]([NH:8][S:9]([CH3:12])(=[O:11])=[O:10])=[O:7])=[C:4]([F:16])[CH:3]=1.[B:17]1([B:17]2[O:21][C:20]([CH3:23])([CH3:22])[C:19]([CH3:25])([CH3:24])[O:18]2)[O:21][C:20]([CH3:23])([CH3:22])[C:19]([CH3:25])([CH3:24])[O:18]1.CC([O-])=O.[K+], predict the reaction product. The product is: [F:16][C:4]1[CH:3]=[C:2]([B:17]2[O:21][C:20]([CH3:23])([CH3:22])[C:19]([CH3:25])([CH3:24])[O:18]2)[C:14]([CH3:15])=[CH:13][C:5]=1[C:6]([NH:8][S:9]([CH3:12])(=[O:11])=[O:10])=[O:7]. (5) Given the reactants I[C:2]1[N:3]=[C:4]2[C:10]3[CH:11]=[CH:12][C:13]([C:15]([O:17][CH3:18])=[O:16])=[CH:14][C:9]=3[O:8][CH2:7][CH2:6][N:5]2[CH:19]=1.[CH:20]([C:23]1[CH:28]=[CH:27][CH:26]=[CH:25][C:24]=1B(O)O)([CH3:22])[CH3:21].C(#N)C, predict the reaction product. The product is: [CH:20]([C:23]1[CH:28]=[CH:27][CH:26]=[CH:25][C:24]=1[C:2]1[N:3]=[C:4]2[C:10]3[CH:11]=[CH:12][C:13]([C:15]([O:17][CH3:18])=[O:16])=[CH:14][C:9]=3[O:8][CH2:7][CH2:6][N:5]2[CH:19]=1)([CH3:22])[CH3:21]. (6) Given the reactants [N:1]1([CH:6]2[CH2:11][CH2:10][CH2:9][CH:8]([NH2:12])[CH2:7]2)[CH:5]=[CH:4][N:3]=[CH:2]1.[F:13][C:14]1[CH:21]=[C:20](F)[CH:19]=[C:18]([F:23])[C:15]=1[C:16]#[N:17].CCN(C(C)C)C(C)C, predict the reaction product. The product is: [N:1]1([CH:6]2[CH2:11][CH2:10][CH2:9][CH:8]([NH:12][C:20]3[CH:21]=[C:14]([F:13])[C:15]([C:16]#[N:17])=[C:18]([F:23])[CH:19]=3)[CH2:7]2)[CH:5]=[CH:4][N:3]=[CH:2]1.